Predict the reaction yield, written as a fraction of the theoretical maximum amount of product (1.0 means a 100% yield; for example, 0.34 means a 34% yield). From a dataset of Reaction yield outcomes from USPTO patents with 853,638 reactions. (1) The reactants are [Cl:1][C:2]1[S:6][C:5]([S:7]([NH2:10])(=[O:9])=[O:8])=[CH:4][CH:3]=1.[NH2:11][C:12]1[CH:17]=[CH:16][C:15]([N:18]2[C:22](=[O:23])[C:21]3[CH:24]=[C:25]([Cl:28])[CH:26]=[CH:27][C:20]=3[C:19]2=[O:29])=[C:14]([CH3:30])[CH:13]=1.[C:31](Cl)(=[O:35])[C:32](Cl)=[O:33]. No catalyst specified. The product is [Cl:1][C:2]1[S:6][C:5]([S:7]([NH:10][C:31](=[O:35])[C:32]([NH:11][C:12]2[CH:17]=[CH:16][C:15]([N:18]3[C:22](=[O:23])[C:21]4[CH:24]=[C:25]([Cl:28])[CH:26]=[CH:27][C:20]=4[C:19]3=[O:29])=[C:14]([CH3:30])[CH:13]=2)=[O:33])(=[O:9])=[O:8])=[CH:4][CH:3]=1. The yield is 0.440. (2) The reactants are CC1[CH:6]=[C:5]([N:7]2[CH2:11][CH2:10][N:9](CCOC3C=CC=CC=3)C2=O)[S:4][C:3]=1C(O)=O.[F:25][C:26]1[CH:47]=[CH:46][C:29]([CH2:30][N:31]2[CH2:35][CH2:34][N:33]([C:36]3[S:40][C:39]([C:41](O)=[O:42])=[C:38]([CH3:44])[CH:37]=3)[C:32]2=[O:45])=[CH:28][CH:27]=1.Cl.Cl.CC1SC=C(CN)N=1. No catalyst specified. The product is [F:25][C:26]1[CH:27]=[CH:28][C:29]([CH2:30][N:31]2[CH2:35][CH2:34][N:33]([C:36]3[S:40][C:39]([C:41]([NH:9][CH2:10][C:11]4[N:7]=[C:5]([CH3:6])[S:4][CH:3]=4)=[O:42])=[C:38]([CH3:44])[CH:37]=3)[C:32]2=[O:45])=[CH:46][CH:47]=1. The yield is 0.710. (3) The product is [C:1]([O:5][C:6]([N:8]1[CH2:13][CH2:12][CH:11]([C:14]2[CH:19]=[CH:18][C:17]([NH2:20])=[C:16]([C:34]3[CH2:35][CH2:36][C:31]([CH3:22])([CH3:37])[CH2:32][CH:33]=3)[N:15]=2)[CH2:10][CH2:9]1)=[O:7])([CH3:4])([CH3:3])[CH3:2]. The yield is 0.660. The reactants are [C:1]([O:5][C:6]([N:8]1[CH2:13][CH2:12][CH:11]([C:14]2[CH:19]=[CH:18][C:17]([NH2:20])=[C:16](Br)[N:15]=2)[CH2:10][CH2:9]1)=[O:7])([CH3:4])([CH3:3])[CH3:2].[CH3:22]CO.C([O-])([O-])=O.[Na+].[Na+].[C:31]1([CH3:37])[CH:36]=[CH:35][CH:34]=[CH:33][CH:32]=1. The catalyst is CCOC(C)=O.C1C=CC([P]([Pd]([P](C2C=CC=CC=2)(C2C=CC=CC=2)C2C=CC=CC=2)([P](C2C=CC=CC=2)(C2C=CC=CC=2)C2C=CC=CC=2)[P](C2C=CC=CC=2)(C2C=CC=CC=2)C2C=CC=CC=2)(C2C=CC=CC=2)C2C=CC=CC=2)=CC=1. (4) The yield is 0.550. The product is [C:1]1([C:7]#[C:8][CH2:13][CH2:12][CH2:11][C:10]#[C:15][C:16]2[CH:17]=[CH:3][CH:2]=[CH:1][CH:6]=2)[CH:6]=[CH:5][CH:4]=[CH:3][CH:2]=1. The catalyst is CS(C)=O.C1COCC1. The reactants are [C:1]1([C:7]#[CH:8])[CH:6]=[CH:5][CH:4]=[CH:3][CH:2]=1.[Li][CH2:10][CH2:11][CH2:12][CH3:13].Br[CH2:15][CH2:16][CH2:17]Br.[NH4+].[Cl-]. (5) The reactants are [F:1][C:2]([F:32])([F:31])[C:3]1[CH:26]=[C:25]([C:27]([F:30])([F:29])[F:28])[CH:24]=[CH:23][C:4]=1[CH2:5][O:6][C:7]1[CH:12]=[CH:11][C:10](/[CH:13]=[C:14]2/[C:15](=S)[NH:16][C:17](=[O:19])[S:18]/2)=[CH:9][C:8]=1[O:21][CH3:22].[NH3:33].CO. The catalyst is CO. The product is [NH2:33][C:15]1=[N:16][C:17](=[O:19])[S:18]/[C:14]/1=[CH:13]\[C:10]1[CH:11]=[CH:12][C:7]([O:6][CH2:5][C:4]2[CH:23]=[CH:24][C:25]([C:27]([F:28])([F:30])[F:29])=[CH:26][C:3]=2[C:2]([F:1])([F:32])[F:31])=[C:8]([O:21][CH3:22])[CH:9]=1. The yield is 0.620. (6) The reactants are B(F)(F)F.CCOCC.[CH:10]([O:17][CH2:18][CH3:19])([O:14][CH2:15][CH3:16])OCC.[CH3:20][O:21][C:22]([O:27][CH3:28])([CH3:26])[C:23](=[O:25])[CH3:24].C(N(CC)C(C)C)(C)C.C(=O)([O-])O.[Na+]. The catalyst is ClCCl. The product is [CH2:18]([O:17][CH:10]([O:14][CH2:15][CH3:16])[CH2:24][C:23](=[O:25])[C:22]([O:27][CH3:28])([O:21][CH3:20])[CH3:26])[CH3:19]. The yield is 1.00. (7) The reactants are [CH2:1]([S:8][C:9]1[CH:14]=[CH:13][CH:12]=[CH:11][C:10]=1[S:15]([N:18]1[CH2:23][CH2:22][O:21][CH2:20][CH2:19]1)(=[O:17])=[O:16])[C:2]1[CH:7]=[CH:6][CH:5]=[CH:4][CH:3]=1.[OH:24]O. The catalyst is C(O)(=O)C.O. The product is [CH2:1]([S:8]([C:9]1[CH:14]=[CH:13][CH:12]=[CH:11][C:10]=1[S:15]([N:18]1[CH2:23][CH2:22][O:21][CH2:20][CH2:19]1)(=[O:17])=[O:16])=[O:24])[C:2]1[CH:3]=[CH:4][CH:5]=[CH:6][CH:7]=1. The yield is 0.860.